This data is from Peptide-MHC class II binding affinity with 134,281 pairs from IEDB. The task is: Regression. Given a peptide amino acid sequence and an MHC pseudo amino acid sequence, predict their binding affinity value. This is MHC class II binding data. (1) The peptide sequence is DCLLCAYSIEFGTNISKEHD. The MHC is HLA-DPA10301-DPB10402 with pseudo-sequence HLA-DPA10301-DPB10402. The binding affinity (normalized) is 0.497. (2) The peptide sequence is IEENGSMRVFVDVIR. The MHC is DRB1_0301 with pseudo-sequence DRB1_0301. The binding affinity (normalized) is 0.279. (3) The peptide sequence is ATTEEQKLIEDVNAS. The MHC is DRB1_1101 with pseudo-sequence DRB1_1101. The binding affinity (normalized) is 0.0598.